This data is from Catalyst prediction with 721,799 reactions and 888 catalyst types from USPTO. The task is: Predict which catalyst facilitates the given reaction. (1) Product: [Cl:1][C:2]1[CH:3]=[C:4]([NH:19][C:20]2[C:30]3[CH:29]=[C:28]([C:31]([NH:35][CH2:36][CH2:37][S:38]([CH2:41][CH2:42][OH:43])(=[O:40])=[O:39])=[O:32])[CH2:27][CH2:26][NH:25][C:24]=3[N:23]=[CH:22][N:21]=2)[CH:5]=[CH:6][C:7]=1[O:8][C:9]1[CH:14]=[CH:13][CH:12]=[C:11]([C:15]([F:18])([F:17])[F:16])[CH:10]=1. The catalyst class is: 289. Reactant: [Cl:1][C:2]1[CH:3]=[C:4]([NH:19][C:20]2[C:30]3[CH:29]=[C:28]([C:31](O)=[O:32])[CH2:27][CH2:26][NH:25][C:24]=3[N:23]=[CH:22][N:21]=2)[CH:5]=[CH:6][C:7]=1[O:8][C:9]1[CH:14]=[CH:13][CH:12]=[C:11]([C:15]([F:18])([F:17])[F:16])[CH:10]=1.Cl.[NH2:35][CH2:36][CH2:37][S:38]([CH2:41][CH2:42][OH:43])(=[O:40])=[O:39].Cl.C(N=C=NCCCN(C)C)C.O.ON1C2C=CC=CC=2N=N1. (2) Reactant: [Li+].[OH-].C[O:4][C:5]([C:7]1[N:15]=[C:14]2[C:10]([N:11]([CH2:24][C:25]3[CH:30]=[CH:29][C:28]([C:31]([F:34])([F:33])[F:32])=[CH:27][CH:26]=3)[C:12]([CH2:16][O:17][C:18]3[CH:23]=[CH:22][CH:21]=[CH:20][CH:19]=3)=[N:13]2)=[C:9]([NH:35][C@@H:36]([CH:38]2[CH2:41][CH2:40][CH2:39]2)[CH3:37])[N:8]=1)=[O:6]. Product: [CH:38]1([C@H:36]([NH:35][C:9]2[N:8]=[C:7]([C:5]([OH:6])=[O:4])[N:15]=[C:14]3[C:10]=2[N:11]([CH2:24][C:25]2[CH:30]=[CH:29][C:28]([C:31]([F:34])([F:33])[F:32])=[CH:27][CH:26]=2)[C:12]([CH2:16][O:17][C:18]2[CH:23]=[CH:22][CH:21]=[CH:20][CH:19]=2)=[N:13]3)[CH3:37])[CH2:41][CH2:40][CH2:39]1. The catalyst class is: 1. (3) The catalyst class is: 18. Reactant: [CH3:1][C:2]1[CH:7]=[C:6]([C:8]2[NH:17][C:16](=[O:18])[C:15]3[C:10](=[CH:11][C:12](F)=[CH:13][C:14]=3[O:19][CH2:20][CH2:21][O:22][CH3:23])[N:9]=2)[CH:5]=[C:4]([CH3:25])[N:3]=1.C[O-].[Na+].CO.[C:31](O)(=[O:33])C. Product: [CH3:1][C:2]1[CH:7]=[C:6]([C:8]2[NH:17][C:16](=[O:18])[C:15]3[C:10](=[CH:11][C:12]([O:33][CH3:31])=[CH:13][C:14]=3[O:19][CH2:20][CH2:21][O:22][CH3:23])[N:9]=2)[CH:5]=[C:4]([CH3:25])[N:3]=1. (4) Reactant: [Br:1][C:2]1[CH:3]=[CH:4][C:5]([OH:12])=[C:6]([S:8]([Cl:11])(=[O:10])=[O:9])[CH:7]=1.[N+:13]([O-])([OH:15])=[O:14].S(=O)(=O)(O)O. Product: [Br:1][C:2]1[CH:3]=[C:4]([N+:13]([O-:15])=[O:14])[C:5]([OH:12])=[C:6]([S:8]([Cl:11])(=[O:9])=[O:10])[CH:7]=1. The catalyst class is: 2. (5) Reactant: [CH:1]1([CH2:4][OH:5])[CH2:3][CH2:2]1.[H-].[Na+].[Br:8][C:9]1[CH:10]=[CH:11][C:12](F)=[N:13][CH:14]=1. Product: [Br:8][C:9]1[CH:10]=[CH:11][C:12]([O:5][CH2:4][CH:1]2[CH2:3][CH2:2]2)=[N:13][CH:14]=1. The catalyst class is: 1. (6) Reactant: C(O[C:6]([N:8]1[CH2:12][CH2:11][CH:10]([CH2:13][OH:14])[CH2:9]1)=O)(C)(C)C.Cl.[Br:16][C:17]1[CH:18]=[CH:19][C:20]2[O:29][C:28]3[C:27](=[O:30])[NH:26][C:25](C4CCCN4)=[N:24][C:23]=3[C:21]=2[CH:22]=1.C(N(CC)CC)C. Product: [Br:16][C:17]1[CH:18]=[CH:19][C:20]2[O:29][C:28]3[C:27](=[O:30])[NH:26][C:25]([CH2:6][N:8]4[CH2:12][CH2:11][CH:10]([CH2:13][OH:14])[CH2:9]4)=[N:24][C:23]=3[C:21]=2[CH:22]=1. The catalyst class is: 817. (7) Reactant: CC[O-].[Na+].C([O:7][CH:8]=[C:9]([C:15]([O:17][CH2:18][CH3:19])=[O:16])[C:10](OCC)=O)C.O.[NH2:21][NH2:22].Cl. Product: [OH:7][C:8]1[C:9]([C:15]([O:17][CH2:18][CH3:19])=[O:16])=[CH:10][NH:22][N:21]=1. The catalyst class is: 14. (8) Reactant: [F:1][C:2]1[CH:7]=[CH:6][C:5]([C:8]2[N:9]=[C:10]3[C:15]([CH3:16])=[N:14][CH:13]=[CH:12][N:11]3[C:17]=2[C:18]2[CH:23]=[CH:22][N:21]=[C:20](S(C)(=O)=O)[N:19]=2)=[CH:4][CH:3]=1.[CH:28]1([NH2:31])[CH2:30][CH2:29]1. Product: [CH:28]1([NH:31][C:20]2[N:19]=[C:18]([C:17]3[N:11]4[CH:12]=[CH:13][N:14]=[C:15]([CH3:16])[C:10]4=[N:9][C:8]=3[C:5]3[CH:6]=[CH:7][C:2]([F:1])=[CH:3][CH:4]=3)[CH:23]=[CH:22][N:21]=2)[CH2:30][CH2:29]1. The catalyst class is: 10. (9) Reactant: [C:1]([O:5][C:6]([NH:8][C:9]1[CH:17]=[CH:16][CH:15]=[C:14]2[C:10]=1[CH:11]=[CH:12][N:13]2[C:18]([C:25]1[CH:30]=[CH:29][C:28]([Cl:31])=[CH:27][CH:26]=1)([CH2:23][CH3:24])[C:19](OC)=[O:20])=[O:7])([CH3:4])([CH3:3])[CH3:2].[H-].[Al+3].[Li+].[H-].[H-].[H-].O. Product: [C:1]([O:5][C:6](=[O:7])[NH:8][C:9]1[CH:17]=[CH:16][CH:15]=[C:14]2[C:10]=1[CH:11]=[CH:12][N:13]2[C:18]([C:25]1[CH:30]=[CH:29][C:28]([Cl:31])=[CH:27][CH:26]=1)([CH2:23][CH3:24])[CH2:19][OH:20])([CH3:2])([CH3:3])[CH3:4]. The catalyst class is: 7. (10) Reactant: [C:1]([NH:4][C:5]1[CH:17]=[CH:16][C:8]2[S:9][C:10]([C:12]([O:14]C)=[O:13])=[CH:11][C:7]=2[CH:6]=1)(=[O:3])[CH3:2].O.[OH-].[Li+].O. Product: [C:1]([NH:4][C:5]1[CH:17]=[CH:16][C:8]2[S:9][C:10]([C:12]([OH:14])=[O:13])=[CH:11][C:7]=2[CH:6]=1)(=[O:3])[CH3:2]. The catalyst class is: 5.